This data is from Reaction yield outcomes from USPTO patents with 853,638 reactions. The task is: Predict the reaction yield, written as a fraction of the theoretical maximum amount of product (1.0 means a 100% yield; for example, 0.34 means a 34% yield). (1) The reactants are [CH3:1][O:2][C:3](=[O:28])[C:4]1[CH:9]=[CH:8][C:7]([CH3:10])=[C:6]([N:11]2[C:16](=[O:17])[CH:15]=[C:14]([O:18][CH2:19][C:20]3[CH:25]=[CH:24][CH:23]=[C:22]([CH3:26])[N:21]=3)[N:13]=[C:12]2[CH3:27])[CH:5]=1.[Cl:29]N1C(=O)CCC1=O. The catalyst is C(O)(C)C.ClC(Cl)C(O)=O. The product is [CH3:1][O:2][C:3](=[O:28])[C:4]1[CH:9]=[CH:8][C:7]([CH3:10])=[C:6]([N:11]2[C:16](=[O:17])[C:15]([Cl:29])=[C:14]([O:18][CH2:19][C:20]3[CH:25]=[CH:24][CH:23]=[C:22]([CH3:26])[N:21]=3)[N:13]=[C:12]2[CH3:27])[CH:5]=1. The yield is 1.00. (2) The product is [CH:26]1([CH:30]=[C:11]2[CH2:10][CH2:9][C:8]3[CH:7]=[C:6]([C:12]([O:14][CH3:15])=[O:13])[CH:5]=[CH:4][C:3]=3[C:2]2=[O:1])[CH2:29][CH2:28][CH2:27]1. The yield is 0.380. The catalyst is O1CCCC1. The reactants are [O:1]=[C:2]1[CH2:11][CH2:10][CH2:9][C:8]2[CH:7]=[C:6]([C:12]([O:14][CH3:15])=[O:13])[CH:5]=[CH:4][C:3]1=2.C[Si](C)(C)[N-][Si](C)(C)C.[Li+].[CH:26]1([CH:30]=O)[CH2:29][CH2:28][CH2:27]1.O.